This data is from Experimentally validated miRNA-target interactions with 360,000+ pairs, plus equal number of negative samples. The task is: Binary Classification. Given a miRNA mature sequence and a target amino acid sequence, predict their likelihood of interaction. (1) The miRNA is cel-miR-1018 with sequence AGAGAGAUCAUUGGACUUACAG. Result: 0 (no interaction). The protein sequence of the target gene is MNRFFGKAKPKAPPPSLTDCIGTVDSRAESIDKKISRLDAELVKYKDQIKKMREGPAKNMVKQKALRVLKQKRMYEQQRDNLAQQSFNMEQANYTIQSLKDTKTTVDAMKLGVKEMKKAYKEVKIDQIEDLQDQLEDMMEDANEIQEALGRSYGTPELDEDDLEAELDALGDELLADEDSSYLDEAASAPAIPEGVPTDTKNKDGVLVDEFGLPQIPAS. (2) The miRNA is mmu-miR-409-5p with sequence AGGUUACCCGAGCAACUUUGCAU. The protein sequence of the target gene is MCSVARHMESIMLFTLLGLCVGLAAGTEAAVVKDFDVNKFLGFWYEIALASKMGAYGLAHKEEKMGAMVVELKENLLALTTTYYNEGHCVLEKVAATQVDGSAKYKVTRISGEKEVVVVATDYMTYTVIDITSLVAGAVHRAMKLYSRSLDNNGEALNNFQKIALKHGFSETDIHILKHDLTCVNALQSGQI. Result: 0 (no interaction). (3) The miRNA is hsa-miR-105-5p with sequence UCAAAUGCUCAGACUCCUGUGGU. The protein sequence of the target gene is MSRSRQPPLVTGISPNEGIPWTKVTIRGENLGTGPTDLIGLTICGHNCLLTAEWMSASKIVCRVGQAKNDKGDIIVTTKSGGRGTSTVSFKLLKPEKIGILDQSAVWVDEMNYYDMRTDRNKGIPPLSLRPANPLGIEIEKSKFSQKDLEMLFHGMSADFTSENFSAAWYLIENHSNTSFEQLKMAVTNLKRQANKKSEGSLAYVKGGLSTFFEAQDALSAIHQKLEADGTEKVEGSMTQKLENVLNRASNTADTLFQEVLGRKDKADSTRNALNVLQRFKFLFNLPLNIERNIQKGDYD.... Result: 1 (interaction). (4) The miRNA is hsa-miR-361-3p with sequence UCCCCCAGGUGUGAUUCUGAUUU. The protein sequence of the target gene is MAPDLASQRHSESFPSVNSRPNVILPGREGRREGLPPGGGTRGSLVPTRPVPPSPAPLGTSPYSWSRSGPGRGGGAGSSRVPRGVPGPAVCAPGSLLHHASPTQTMAAADGSLFDNPRTFSRRPPAQASRQAKATKRKYQASSEAPPAKRRNETSFLPAKKTSVKETQRTFKGNAQKMFSPKKHSVSTSDRNQEERQCIKTSSLFKNNPDIPELHRPVVKQVQEKVFTSAAFHELGLHPHLISTINTVLKMSSMTSVQKQSIPVLLEGRDALVRSQTGSGKTLAYCIPVVQSLQAMESKI.... Result: 0 (no interaction). (5) The miRNA is hsa-miR-134-3p with sequence CCUGUGGGCCACCUAGUCACCAA. The protein sequence of the target gene is MATAEVLNIGKKLYEGKTKEVYELLDSPGKVLLQSKDQITAGNAARKNHLEGKAAISNKITSCIFQLLQEAGIKTAFTRKCGETAFIAPQCEMIPIEWVCRRIATGSFLKRNPGVKEGYKFYPPKVELFFKDDANNDPQWSEEQLIAAKFCFAGLLIGQTEVDIMSHATQAIFEILEKSWLPQNCTLVDMKIEFGVDVTTKEIVLADVIDNDSWRLWPSGDRSQQKDKQSYRDLKEVTPEGLQMVKKNFEWVAERVELLLKSESQCRVVVLMGSTSDLGHCEKIKKACGNFGIPCELRVT.... Result: 1 (interaction).